From a dataset of Forward reaction prediction with 1.9M reactions from USPTO patents (1976-2016). Predict the product of the given reaction. (1) Given the reactants [Cl:1][C:2]1[CH:7]=[C:6]([Cl:8])[CH:5]=[CH:4][C:3]=1[N:9]1[C:13]2=[N:14][C:15]([CH3:28])=[CH:16][C:17]([N:18]3[CH2:27][CH2:26][C:21]4(OCC[O:22]4)[CH2:20][CH2:19]3)=[C:12]2[C:11]([CH3:29])=[C:10]1[CH3:30].C(=O)([O-])O.[Na+], predict the reaction product. The product is: [Cl:1][C:2]1[CH:7]=[C:6]([Cl:8])[CH:5]=[CH:4][C:3]=1[N:9]1[C:13]2=[N:14][C:15]([CH3:28])=[CH:16][C:17]([N:18]3[CH2:27][CH2:26][C:21](=[O:22])[CH2:20][CH2:19]3)=[C:12]2[C:11]([CH3:29])=[C:10]1[CH3:30]. (2) The product is: [Cl:1][C:2]1[CH:3]=[CH:4][C:5]([CH3:32])=[C:6]([C:8]2[CH:13]=[C:12]([NH:14][C:15]3[CH:16]=[CH:17][C:18]([C:21]([F:24])([F:23])[F:22])=[CH:19][CH:20]=3)[N:11]=[C:10]([NH:25][C:26](=[O:31])[CH2:27][CH2:28][C:29]([OH:30])=[O:33])[N:9]=2)[CH:7]=1. Given the reactants [Cl:1][C:2]1[CH:3]=[CH:4][C:5]([CH3:32])=[C:6]([C:8]2[CH:13]=[C:12]([NH:14][C:15]3[CH:20]=[CH:19][C:18]([C:21]([F:24])([F:23])[F:22])=[CH:17][CH:16]=3)[N:11]=[C:10]([N:25]3[C:29](=[O:30])[CH2:28][CH2:27][C:26]3=[O:31])[N:9]=2)[CH:7]=1.[O:33]1CCCC1.[OH-].[Na+].Cl, predict the reaction product. (3) Given the reactants [CH:1]1[C:6]([C:7](/[C:9](/Cl)=[N:10]/[OH:11])=[O:8])=[CH:5][CH:4]=[C:3]([Cl:13])[CH:2]=1.[F:14][C:15]([F:25])([F:24])[C:16]([C:20]([F:23])([F:22])[F:21])([OH:19])[CH:17]=[CH2:18].C(N(CC)CC)C, predict the reaction product. The product is: [Cl:13][C:3]1[CH:4]=[CH:5][C:6]([C:7]([C:9]2[CH2:18][CH:17]([C:16]([OH:19])([C:15]([F:24])([F:14])[F:25])[C:20]([F:21])([F:23])[F:22])[O:11][N:10]=2)=[O:8])=[CH:1][CH:2]=1.